This data is from Full USPTO retrosynthesis dataset with 1.9M reactions from patents (1976-2016). The task is: Predict the reactants needed to synthesize the given product. (1) Given the product [C:47]([OH:2])(=[O:46])[CH3:49].[F:50][C:16]1[C:15]([O:14][CH2:13][CH2:12][OH:11])=[CH:20][C:19]([O:21][CH3:22])=[CH:18][C:17]=1[CH:23]([NH:37][C:38]1[CH:43]=[CH:42][C:41]([C:44]([NH2:48])=[NH:45])=[CH:40][CH:39]=1)[C:24]1[NH:28][C:27](=[O:29])[N:26]([C:30]2[C:31](=[O:36])[NH:32][CH:33]=[CH:34][N:35]=2)[N:25]=1, predict the reactants needed to synthesize it. The reactants are: C[OH:2].O.[Si]([O:11][CH2:12][CH2:13][O:14][C:15]1[C:16]([F:50])=[C:17]([CH:23]([NH:37][C:38]2[CH:43]=[CH:42][C:41]([C:44]3[N:48]=[C:47]([CH3:49])[O:46][N:45]=3)=[CH:40][CH:39]=2)[C:24]2[NH:28][C:27](=[O:29])[N:26]([C:30]3[C:31](=[O:36])[NH:32][CH:33]=[CH:34][N:35]=3)[N:25]=2)[CH:18]=[C:19]([O:21][CH3:22])[CH:20]=1)(C(C)(C)C)(C)C. (2) Given the product [NH2:8][CH2:7][C:6]#[C:5][C:26]1[C:25]2[N:24]([CH3:28])[C:23](=[O:32])[C:22]3=[C:33]([CH3:36])[NH:34][N:35]=[C:21]3[C:20]=2[CH:19]=[C:18]([Cl:17])[CH:27]=1, predict the reactants needed to synthesize it. The reactants are: ClC1C=CC2[NH:8][C:7](=O)[C:6]3=C(C)NN=[C:5]3C=2C=1.[Cl:17][C:18]1[CH:27]=[CH:26][C:25]2[N:24]([CH2:28]CCO)[C:23](=[O:32])[C:22]3=[C:33]([CH3:36])[NH:34][N:35]=[C:21]3[C:20]=2[CH:19]=1.